This data is from Reaction yield outcomes from USPTO patents with 853,638 reactions. The task is: Predict the reaction yield, written as a fraction of the theoretical maximum amount of product (1.0 means a 100% yield; for example, 0.34 means a 34% yield). (1) The reactants are [OH:1][CH2:2][CH2:3][C:4]1[CH:11]=[CH:10][C:7]([CH:8]=[O:9])=[CH:6][CH:5]=1.[Cl:12][C:13]1[CH:18]=[C:17]([O:19][CH2:20][CH:21]=[C:22]([Cl:24])[Cl:23])[CH:16]=[C:15]([Cl:25])[C:14]=1O.C1(P(C2C=CC=CC=2)C2C=CC=CC=2)C=CC=CC=1.N(C(OC(C)C)=O)=NC(OC(C)C)=O. The catalyst is O1CCCC1. The product is [Cl:12][C:13]1[CH:18]=[C:17]([O:19][CH2:20][CH:21]=[C:22]([Cl:23])[Cl:24])[CH:16]=[C:15]([Cl:25])[C:14]=1[O:1][CH2:2][CH2:3][C:4]1[CH:11]=[CH:10][C:7]([CH:8]=[O:9])=[CH:6][CH:5]=1. The yield is 0.690. (2) The reactants are [N:1]1[C:10]2[C:5](=[CH:6][CH:7]=[CH:8][CH:9]=2)[CH:4]=[C:3]([C:11]([OH:13])=O)[CH:2]=1.C(Cl)(=O)C(Cl)=O.C(N(CC)CC)C.[NH2:27][C:28]1[C:29]([F:42])=[C:30]([NH:35][S:36]([CH2:39][CH2:40][CH3:41])(=[O:38])=[O:37])[CH:31]=[CH:32][C:33]=1[F:34]. The catalyst is CN(C)C=O.O.O1CCCC1. The product is [F:42][C:29]1[C:30]([NH:35][S:36]([CH2:39][CH2:40][CH3:41])(=[O:38])=[O:37])=[CH:31][CH:32]=[C:33]([F:34])[C:28]=1[NH:27][C:11]([C:3]1[CH:2]=[N:1][C:10]2[C:5]([CH:4]=1)=[CH:6][CH:7]=[CH:8][CH:9]=2)=[O:13]. The yield is 0.360. (3) The reactants are [Cl:1][C:2]1[N:7]=[C:6](Cl)[C:5]([NH2:9])=[CH:4][N:3]=1.OP([O-])([O-])=O.[K+].[K+].[C:17]([O:20][CH2:21][CH3:22])(=O)[CH3:18]. The catalyst is C(#N)C.O.C([O-])(=O)C.[Pd+2].C([O-])(=O)C.C1(P(C2CCCCC2)C2C=CC=CC=2C2C(OC)=CC=CC=2OC)CCCCC1. The product is [Cl:1][C:2]1[N:7]=[C:6](/[CH:18]=[CH:17]/[O:20][CH2:21][CH3:22])[C:5]([NH2:9])=[CH:4][N:3]=1. The yield is 0.123. (4) The reactants are [NH2:1][C:2]1[CH:7]=[C:6]([N+:8]([O-:10])=[O:9])[CH:5]=[CH:4][C:3]=1[OH:11].C1N=CN([C:17](N2C=NC=C2)=[O:18])C=1. The catalyst is C1COCC1. The product is [N+:8]([C:6]1[CH:5]=[CH:4][C:3]2[O:11][C:17](=[O:18])[NH:1][C:2]=2[CH:7]=1)([O-:10])=[O:9]. The yield is 0.870. (5) The reactants are [N:1]([CH:4]1[CH:9]([N:10]=[N+]=[N-])[CH2:8][CH2:7][N:6]([C:13]([O:15][CH2:16][C:17]2[CH:22]=[CH:21][CH:20]=[CH:19][CH:18]=2)=[O:14])[CH2:5]1)=[N+]=[N-].C1(P(C2C=CC=CC=2)C2C=CC=CC=2)C=CC=CC=1. The catalyst is C1COCC1.O. The product is [NH2:1][CH:4]1[CH:9]([NH2:10])[CH2:8][CH2:7][N:6]([C:13]([O:15][CH2:16][C:17]2[CH:22]=[CH:21][CH:20]=[CH:19][CH:18]=2)=[O:14])[CH2:5]1. The yield is 0.550. (6) The reactants are [Cl:1][C:2]1[CH:7]=[CH:6][C:5]([OH:8])=[C:4]([NH2:9])[CH:3]=1.C([O-])([O-])=O.[Cs+].[Cs+].[CH2:16]([O:18][C:19](=[O:28])[C:20](Br)([CH3:26])[C:21](OCC)=[O:22])[CH3:17]. The catalyst is CN(C=O)C.O. The product is [CH2:16]([O:18][C:19]([C:20]1([CH3:26])[C:21](=[O:22])[NH:9][C:4]2[CH:3]=[C:2]([Cl:1])[CH:7]=[CH:6][C:5]=2[O:8]1)=[O:28])[CH3:17]. The yield is 0.635. (7) The reactants are [C:14]1(P([C:14]2[CH:19]=[CH:18][CH:17]=[CH:16][CH:15]=2)[C:14]2[CH:19]=[CH:18][CH:17]=[CH:16][CH:15]=2)[CH:19]=[CH:18][CH:17]=[CH:16][CH:15]=1.CCCBr.CC(C)([O-])C.[K+].[Cl:30][CH2:31][CH2:32][CH2:33][CH2:34][CH2:35][CH2:36][CH2:37][CH2:38][CH2:39][CH2:40]C#CC=O. The catalyst is O1CCCC1.CN(C)C(=O)C. The product is [CH2:31]([Cl:30])[CH2:32][CH2:33][CH2:34][CH2:35][CH2:36][CH2:37][CH2:38][CH2:39][CH2:40][C:15]#[C:16]/[CH:17]=[CH:18]\[CH2:19][CH3:14]. The yield is 0.826.